Dataset: Full USPTO retrosynthesis dataset with 1.9M reactions from patents (1976-2016). Task: Predict the reactants needed to synthesize the given product. (1) The reactants are: [CH3:1][C:2]1[C:3]([OH:11])=[C:4]([CH3:10])[C:5]([CH3:9])=[C:6]([CH:8]=1)[OH:7].[C:12](O)(=[O:15])[CH:13]=[CH2:14]. Given the product [OH:11][C:3]1[C:2]([CH3:1])=[C:8]2[C:6](=[C:5]([CH3:9])[C:4]=1[CH3:10])[O:7][C:12](=[O:15])[CH2:13][CH2:14]2, predict the reactants needed to synthesize it. (2) The reactants are: [C:1]([C:3]1[CH:8]=[CH:7][C:6]([S:9](Cl)(=[O:11])=[O:10])=[CH:5][CH:4]=1)#[N:2].[CH2:13]([O:16][C:17]1[CH:30]=[CH:29][C:20]([CH2:21][NH:22][CH2:23][C:24]2[O:25][CH:26]=[CH:27][CH:28]=2)=[CH:19][CH:18]=1)[CH2:14][CH3:15].C(N(CC)CC)C. Given the product [C:1]([C:3]1[CH:8]=[CH:7][C:6]([S:9]([N:22]([CH2:21][C:20]2[CH:19]=[CH:18][C:17]([O:16][CH2:13][CH2:14][CH3:15])=[CH:30][CH:29]=2)[CH2:23][C:24]2[O:25][CH:26]=[CH:27][CH:28]=2)(=[O:11])=[O:10])=[CH:5][CH:4]=1)#[N:2], predict the reactants needed to synthesize it. (3) Given the product [Br-:10].[N:13]1[C:14]2[C:19](=[CH:18][CH:17]=[CH:16][CH:15]=2)[N:20]=[CH:21][C:12]=1[CH2:11][N+:3]1[C:2]([Cl:1])=[C:6]([Cl:7])[N:5]([CH2:11][C:12]2[CH:21]=[N:20][C:19]3[C:14](=[CH:15][CH:16]=[CH:17][CH:18]=3)[N:13]=2)[CH:4]=1, predict the reactants needed to synthesize it. The reactants are: [Cl:1][C:2]1[N:3]=[CH:4][NH:5][C:6]=1[Cl:7].[OH-].[K+].[Br:10][CH2:11][C:12]1[CH:21]=[N:20][C:19]2[C:14](=[CH:15][CH:16]=[CH:17][CH:18]=2)[N:13]=1. (4) Given the product [C:15]([O:14][C:12]([N:9]1[CH2:8][CH2:7][C:6]([CH2:19][C:20]2[CH:21]=[CH:22][CH:23]=[CH:24][CH:25]=2)([C:4]([O:3][CH2:1][C:2]2[CH:43]=[CH:44][CH:39]=[CH:40][CH:41]=2)=[O:5])[CH2:11][CH2:10]1)=[O:13])([CH3:18])([CH3:16])[CH3:17], predict the reactants needed to synthesize it. The reactants are: [CH2:1]([O:3][C:4]([C:6]1([CH2:19][C:20]2[CH:25]=[CH:24][CH:23]=[CH:22][CH:21]=2)[CH2:11][CH2:10][N:9]([C:12]([O:14][C:15]([CH3:18])([CH3:17])[CH3:16])=[O:13])[CH2:8][CH2:7]1)=[O:5])[CH3:2].[OH-].[Na+].Cl.C(N(C(C)C)CC)(C)C.C(Br)[C:39]1[CH:44]=[CH:43]C=[CH:41][CH:40]=1. (5) The reactants are: COC([CH:5]1[CH2:10][C:9]([C:26]#[N:27])([C:11]2[CH:16]=[CH:15][C:14]([O:17][CH2:18][CH2:19][CH2:20][N:21]3[CH2:25][CH2:24][CH2:23][CH2:22]3)=[CH:13][CH:12]=2)[CH2:8][CH2:7][C:6]1=[O:28])=O.CS(C)=O.[Cl-].[Na+]. Given the product [O:28]=[C:6]1[CH2:5][CH2:10][C:9]([C:11]2[CH:16]=[CH:15][C:14]([O:17][CH2:18][CH2:19][CH2:20][N:21]3[CH2:25][CH2:24][CH2:23][CH2:22]3)=[CH:13][CH:12]=2)([C:26]#[N:27])[CH2:8][CH2:7]1, predict the reactants needed to synthesize it.